Dataset: Catalyst prediction with 721,799 reactions and 888 catalyst types from USPTO. Task: Predict which catalyst facilitates the given reaction. (1) Reactant: [O:1]=[C:2]([N:21]1[CH2:26][CH2:25][N:24]([C:27](=[O:38])[C:28]2[CH:33]=[CH:32][CH:31]=[CH:30][C:29]=2[C:34]([F:37])([F:36])[F:35])[CH2:23][CH2:22]1)[CH2:3][NH:4][C:5]([C:7]1[CH:11]=[C:10]([C:12]2[CH:17]=[CH:16][CH:15]=[CH:14][C:13]=2[N+:18]([O-])=O)[NH:9][N:8]=1)=[O:6].CO. Product: [O:1]=[C:2]([N:21]1[CH2:22][CH2:23][N:24]([C:27](=[O:38])[C:28]2[CH:33]=[CH:32][CH:31]=[CH:30][C:29]=2[C:34]([F:35])([F:37])[F:36])[CH2:25][CH2:26]1)[CH2:3][NH:4][C:5]([C:7]1[CH:11]=[C:10]([C:12]2[CH:17]=[CH:16][CH:15]=[CH:14][C:13]=2[NH2:18])[NH:9][N:8]=1)=[O:6]. The catalyst class is: 354. (2) Reactant: [CH3:1][O:2][C:3]1[CH:8]=[CH:7][C:6]([NH2:9])=[CH:5][CH:4]=1.Cl.[N:11]([O-])=O.[Na+].[CH2:15]([O:17][C:18](=[O:24])[CH:19]([Cl:23])C(C)=O)[CH3:16].C(O[Na])(C)=O. Product: [CH2:15]([O:17][C:18](=[O:24])[C:19]([Cl:23])=[N:11][NH:9][C:6]1[CH:7]=[CH:8][C:3]([O:2][CH3:1])=[CH:4][CH:5]=1)[CH3:16]. The catalyst class is: 238. (3) Product: [Cl:1][C:2]1[CH:3]=[N+:4]([O-:27])[CH:5]=[C:6]([Cl:26])[C:7]=1[CH2:8][C@@H:9]([C:11]1[CH:16]=[CH:15][C:14]([O:17][CH:18]([F:20])[F:19])=[C:13]([O:21][CH2:22][CH:23]2[CH2:25][CH2:24]2)[CH:12]=1)[O:10][C:42](=[O:43])[CH2:41][N:36]([C:33]1[CH:34]=[CH:35][C:30]([S:29][CH3:28])=[CH:31][CH:32]=1)[S:37]([CH3:40])(=[O:38])=[O:39]. The catalyst class is: 792. Reactant: [Cl:1][C:2]1[CH:3]=[N+:4]([O-:27])[CH:5]=[C:6]([Cl:26])[C:7]=1[CH2:8][C@@H:9]([C:11]1[CH:16]=[CH:15][C:14]([O:17][CH:18]([F:20])[F:19])=[C:13]([O:21][CH2:22][CH:23]2[CH2:25][CH2:24]2)[CH:12]=1)[OH:10].[CH3:28][S:29][C:30]1[CH:35]=[CH:34][C:33]([N:36]([CH2:41][C:42](O)=[O:43])[S:37]([CH3:40])(=[O:39])=[O:38])=[CH:32][CH:31]=1.C(Cl)CCl.